Dataset: NCI-60 drug combinations with 297,098 pairs across 59 cell lines. Task: Regression. Given two drug SMILES strings and cell line genomic features, predict the synergy score measuring deviation from expected non-interaction effect. (1) Drug 1: CC12CCC3C(C1CCC2=O)CC(=C)C4=CC(=O)C=CC34C. Drug 2: CN(C(=O)NC(C=O)C(C(C(CO)O)O)O)N=O. Cell line: ACHN. Synergy scores: CSS=43.7, Synergy_ZIP=2.95, Synergy_Bliss=3.15, Synergy_Loewe=-11.8, Synergy_HSA=2.42. (2) Drug 1: CCC1(CC2CC(C3=C(CCN(C2)C1)C4=CC=CC=C4N3)(C5=C(C=C6C(=C5)C78CCN9C7C(C=CC9)(C(C(C8N6C=O)(C(=O)OC)O)OC(=O)C)CC)OC)C(=O)OC)O.OS(=O)(=O)O. Drug 2: COC1=C2C(=CC3=C1OC=C3)C=CC(=O)O2. Cell line: UACC62. Synergy scores: CSS=19.6, Synergy_ZIP=-6.98, Synergy_Bliss=-6.30, Synergy_Loewe=-29.5, Synergy_HSA=-6.17. (3) Drug 1: CC1=C(C(CCC1)(C)C)C=CC(=CC=CC(=CC(=O)O)C)C. Drug 2: C1CCC(C(C1)N)N.C(=O)(C(=O)[O-])[O-].[Pt+4]. Cell line: SW-620. Synergy scores: CSS=35.6, Synergy_ZIP=2.01, Synergy_Bliss=0.669, Synergy_Loewe=-12.8, Synergy_HSA=0.453. (4) Drug 1: CC1=C(C(=CC=C1)Cl)NC(=O)C2=CN=C(S2)NC3=CC(=NC(=N3)C)N4CCN(CC4)CCO. Drug 2: C1=NC2=C(N1)C(=S)N=CN2. Cell line: HOP-62. Synergy scores: CSS=20.2, Synergy_ZIP=19.2, Synergy_Bliss=15.2, Synergy_Loewe=-7.21, Synergy_HSA=-2.65.